Dataset: Forward reaction prediction with 1.9M reactions from USPTO patents (1976-2016). Task: Predict the product of the given reaction. (1) Given the reactants [NH2:1][C:2]1[CH:10]=[CH:9][CH:8]=[C:7]2[C:3]=1[CH2:4][CH2:5][CH:6]2[OH:11].Cl[C:13]1[N:18]=[CH:17][N:16]=[C:15]([C:19]2[CH:24]=[CH:23][C:22]([C:25]([F:28])([F:27])[F:26])=[CH:21][C:20]=2[NH:29][CH2:30][CH:31]2[CH2:33][CH2:32]2)[CH:14]=1, predict the reaction product. The product is: [CH:31]1([CH2:30][NH:29][C:20]2[CH:21]=[C:22]([C:25]([F:26])([F:27])[F:28])[CH:23]=[CH:24][C:19]=2[C:15]2[N:16]=[CH:17][N:18]=[C:13]([NH:1][C:2]3[CH:10]=[CH:9][CH:8]=[C:7]4[C:3]=3[CH2:4][CH2:5][CH:6]4[OH:11])[CH:14]=2)[CH2:33][CH2:32]1. (2) Given the reactants C(N(CC)C(C)C)(C)C.Cl.[C:11]1([C@@H:17]2[CH2:19][C@H:18]2[NH2:20])[CH:16]=[CH:15][CH:14]=[CH:13][CH:12]=1.Br[CH2:22][C:23]([O:25][CH3:26])=[O:24], predict the reaction product. The product is: [C:11]1([C@@H:17]2[CH2:19][C@H:18]2[NH:20][CH2:22][C:23]([O:25][CH3:26])=[O:24])[CH:16]=[CH:15][CH:14]=[CH:13][CH:12]=1. (3) The product is: [CH3:1][C@H:2]1[CH2:7][N:6]([C:8]([N:10]2[CH2:11][CH2:12][CH2:13][CH2:14][CH2:15]2)=[O:9])[CH2:5][C@H:4]([CH3:16])[N:3]1[C:17]1[O:18][C:19]2[C:20](=[C:22]([C:26]([OH:28])=[O:27])[CH:23]=[CH:24][CH:25]=2)[N:21]=1. Given the reactants [CH3:1][C@H:2]1[CH2:7][N:6]([C:8]([N:10]2[CH2:15][CH2:14][CH2:13][CH2:12][CH2:11]2)=[O:9])[CH2:5][C@H:4]([CH3:16])[N:3]1[C:17]1[O:18][C:19]2[C:20](=[C:22]([C:26]([O:28]C)=[O:27])[CH:23]=[CH:24][CH:25]=2)[N:21]=1.[I-].[Li+], predict the reaction product.